From a dataset of NCI-60 drug combinations with 297,098 pairs across 59 cell lines. Regression. Given two drug SMILES strings and cell line genomic features, predict the synergy score measuring deviation from expected non-interaction effect. (1) Drug 1: CC1=C2C(C(=O)C3(C(CC4C(C3C(C(C2(C)C)(CC1OC(=O)C(C(C5=CC=CC=C5)NC(=O)C6=CC=CC=C6)O)O)OC(=O)C7=CC=CC=C7)(CO4)OC(=O)C)O)C)OC(=O)C. Drug 2: C(CCl)NC(=O)N(CCCl)N=O. Cell line: COLO 205. Synergy scores: CSS=65.0, Synergy_ZIP=2.72, Synergy_Bliss=5.34, Synergy_Loewe=-30.9, Synergy_HSA=5.92. (2) Drug 1: CC1CCC2CC(C(=CC=CC=CC(CC(C(=O)C(C(C(=CC(C(=O)CC(OC(=O)C3CCCCN3C(=O)C(=O)C1(O2)O)C(C)CC4CCC(C(C4)OC)O)C)C)O)OC)C)C)C)OC. Drug 2: CS(=O)(=O)CCNCC1=CC=C(O1)C2=CC3=C(C=C2)N=CN=C3NC4=CC(=C(C=C4)OCC5=CC(=CC=C5)F)Cl. Cell line: COLO 205. Synergy scores: CSS=20.2, Synergy_ZIP=1.67, Synergy_Bliss=8.51, Synergy_Loewe=6.24, Synergy_HSA=8.75. (3) Drug 1: CCC1(CC2CC(C3=C(CCN(C2)C1)C4=CC=CC=C4N3)(C5=C(C=C6C(=C5)C78CCN9C7C(C=CC9)(C(C(C8N6C)(C(=O)OC)O)OC(=O)C)CC)OC)C(=O)OC)O.OS(=O)(=O)O. Drug 2: CC1CCCC2(C(O2)CC(NC(=O)CC(C(C(=O)C(C1O)C)(C)C)O)C(=CC3=CSC(=N3)C)C)C. Cell line: U251. Synergy scores: CSS=53.2, Synergy_ZIP=4.82, Synergy_Bliss=3.58, Synergy_Loewe=-10.7, Synergy_HSA=-0.171.